From a dataset of Forward reaction prediction with 1.9M reactions from USPTO patents (1976-2016). Predict the product of the given reaction. Given the reactants [O:1]1[C:5]([C:6]([O:8][CH3:9])=[O:7])=[CH:4][CH:3]=[C:2]1[C:10]([O:12][CH3:13])=[O:11], predict the reaction product. The product is: [O:1]1[CH:5]([C:6]([O:8][CH3:9])=[O:7])[CH2:4][CH2:3][CH:2]1[C:10]([O:12][CH3:13])=[O:11].